This data is from Full USPTO retrosynthesis dataset with 1.9M reactions from patents (1976-2016). The task is: Predict the reactants needed to synthesize the given product. (1) Given the product [NH2:41][C:32]1[N:31]=[C:30]2[CH:29]=[CH:28][C:36]([C:5]3[CH:6]=[C:7]([NH:8][S:9]([C:12]4[CH:13]=[CH:14][C:15]([F:18])=[CH:16][CH:17]=4)(=[O:10])=[O:11])[C:2]([Cl:1])=[N:3][CH:4]=3)=[CH:35][N:34]2[CH:33]=1, predict the reactants needed to synthesize it. The reactants are: [Cl:1][C:2]1[C:7]([NH:8][S:9]([C:12]2[CH:17]=[CH:16][C:15]([F:18])=[CH:14][CH:13]=2)(=[O:11])=[O:10])=[CH:6][C:5](B2OC(C)(C)C(C)(C)O2)=[CH:4][N:3]=1.[CH:28]1[C:36](Br)=[CH:35][N:34]2[C:30](=[N:31][CH:32]=[CH:33]2)[CH:29]=1.COC1C2C=CNC=2N=C(N)[N:41]=1.C(=O)([O-])[O-].[Na+].[Na+]. (2) Given the product [CH3:11][C:8]1[CH:9]=[CH:10][C:2]2[N:1]=[C:26]([NH:25][C:22]3[CH:23]=[CH:24][C:19]([O:12][C:13]4[CH:14]=[CH:15][CH:16]=[CH:17][CH:18]=4)=[CH:20][CH:21]=3)[O:5][C:4](=[O:6])[C:3]=2[CH:7]=1, predict the reactants needed to synthesize it. The reactants are: [NH2:1][C:2]1[CH:10]=[CH:9][C:8]([CH3:11])=[CH:7][C:3]=1[C:4]([OH:6])=[O:5].[O:12]([C:19]1[CH:24]=[CH:23][C:22]([N:25]=[C:26]=O)=[CH:21][CH:20]=1)[C:13]1[CH:18]=[CH:17][CH:16]=[CH:15][CH:14]=1.C(Cl)CCl.